Dataset: Forward reaction prediction with 1.9M reactions from USPTO patents (1976-2016). Task: Predict the product of the given reaction. (1) The product is: [N:38]1([CH2:23][CH2:22][N:20]2[CH:21]=[C:17]([NH:16][C:14](=[O:15])[CH:13]([NH:12][C:10](=[O:11])[CH2:9][C:4]3[CH:5]=[C:6]([F:8])[CH:7]=[C:2]([F:1])[CH:3]=3)[CH2:29][CH2:30][CH3:31])[N:18]=[CH:19]2)[CH2:43][CH2:42][O:41][CH2:40][CH2:39]1. Given the reactants [F:1][C:2]1[CH:3]=[C:4]([CH2:9][C:10]([NH:12][CH:13]([CH2:29][CH2:30][CH3:31])[C:14]([NH:16][C:17]2[N:18]=[CH:19][N:20]([CH2:22][CH2:23]OS(C)(=O)=O)[CH:21]=2)=[O:15])=[O:11])[CH:5]=[C:6]([F:8])[CH:7]=1.C(=O)([O-])[O-].[K+].[K+].[NH:38]1[CH2:43][CH2:42][O:41][CH2:40][CH2:39]1, predict the reaction product. (2) Given the reactants Br[C:2]1[C:3]([CH3:12])=[C:4]([C:7]([O:10][CH3:11])=[CH:8][CH:9]=1)[CH:5]=[O:6].[B:13]1([B:13]2[O:17][C:16]([CH3:19])([CH3:18])[C:15]([CH3:21])([CH3:20])[O:14]2)[O:17][C:16]([CH3:19])([CH3:18])[C:15]([CH3:21])([CH3:20])[O:14]1.C([O-])(=O)C.[K+].O, predict the reaction product. The product is: [CH3:11][O:10][C:7]1[C:4]([CH:5]=[O:6])=[C:3]([CH3:12])[C:2]([B:13]2[O:17][C:16]([CH3:19])([CH3:18])[C:15]([CH3:21])([CH3:20])[O:14]2)=[CH:9][CH:8]=1. (3) Given the reactants C(#N)C.[OH-].[Na+].[CH3:6][CH:7]1[NH:12][CH2:11][CH2:10][N:9]([C:13]2[C:18]([O:19][CH3:20])=[C:17]3[N:21]([CH:29]4[CH2:31][CH2:30]4)[CH:22]=[C:23]([C:26]([OH:28])=[O:27])[C:24](=[O:25])[C:16]3=[CH:15][C:14]=2[F:32])[CH2:8]1.Cl, predict the reaction product. The product is: [CH3:6][CH:7]1[NH:12][CH2:11][CH2:10][N:9]([C:13]2[C:18]([O:19][CH3:20])=[C:17]3[N:21]([CH:29]4[CH2:31][CH2:30]4)[CH:22]=[C:23]([C:26]([OH:28])=[O:27])[C:24](=[O:25])[C:16]3=[CH:15][C:14]=2[F:32])[CH2:8]1. (4) Given the reactants [OH:1][C:2]1[CH:3]=[C:4]2[C:8](=[CH:9][CH:10]=1)[NH:7][C:6]([CH3:11])=[CH:5]2.C(#N)C.C(=O)([O-])[O-].[K+].[K+].[Cl:21][C:22]1[N:27]=[C:26](Cl)[CH:25]=[CH:24][N:23]=1, predict the reaction product. The product is: [Cl:21][C:22]1[N:27]=[C:26]([O:1][C:2]2[CH:3]=[C:4]3[C:8](=[CH:9][CH:10]=2)[NH:7][C:6]([CH3:11])=[CH:5]3)[CH:25]=[CH:24][N:23]=1. (5) Given the reactants [CH3:1][CH:2]([CH3:16])[CH2:3][O:4][C:5]1[CH:10]=[CH:9][CH:8]=[CH:7][C:6]=1[O:11][CH2:12][CH:13]([CH3:15])[CH3:14].[Br:17]Br.[O-]S([O-])=O.[Na+].[Na+], predict the reaction product. The product is: [CH3:1][CH:2]([CH3:16])[CH2:3][O:4][C:5]1[CH:10]=[C:9]([Br:17])[CH:8]=[CH:7][C:6]=1[O:11][CH2:12][CH:13]([CH3:15])[CH3:14]. (6) The product is: [CH3:1][C:2]1([CH3:25])[N:5]([CH2:6][CH2:7][C:8]2[CH:13]=[CH:12][CH:11]=[CH:10][CH:9]=2)[N:4]([CH:14]2[CH:21]3[CH2:20][CH:19]4[CH2:18][CH:17]([CH2:16][CH:15]2[CH2:23]4)[CH2:22]3)[C:3]1=[O:24]. Given the reactants [CH3:1][C:2]1([CH3:25])[N:5](/[CH:6]=[CH:7]/[C:8]2[CH:13]=[CH:12][CH:11]=[CH:10][CH:9]=2)[N:4]([CH:14]2[CH:21]3[CH2:22][CH:17]4[CH2:18][CH:19]([CH2:23][CH:15]2[CH2:16]4)[CH2:20]3)[C:3]1=[O:24], predict the reaction product. (7) The product is: [C:1]([CH:4]1[CH2:9][CH2:8][N:7]([CH:10]([C:14]2[CH:15]=[CH:16][CH:17]=[CH:18][CH:19]=2)[C:11]([O:13][C@@H:47]2[CH:48]3[CH2:51][CH2:52][N:45]([CH2:50][CH2:49]3)[CH2:46]2)=[O:12])[CH2:6][CH2:5]1)(=[O:3])[NH2:2]. Given the reactants [C:1]([CH:4]1[CH2:9][CH2:8][N:7]([CH:10]([C:14]2[CH:19]=[CH:18][CH:17]=[CH:16][CH:15]=2)[C:11]([OH:13])=[O:12])[CH2:6][CH2:5]1)(=[O:3])[NH2:2].C1CCC(N=C=NC2CCCCC2)CC1.C1C=CC2N(O)N=NC=2C=1.[N:45]12[CH2:52][CH2:51][CH:48]([CH2:49][CH2:50]1)[C@@H:47](O)[CH2:46]2, predict the reaction product. (8) Given the reactants [Cl:1][C:2]1[C:11]2[C:6](=[C:7]([Cl:13])[CH:8]=[C:9]([F:12])[CH:10]=2)[N:5]=[CH:4][C:3]=1[CH:14]([OH:16])[CH3:15], predict the reaction product. The product is: [Cl:1][C:2]1[C:11]2[C:6](=[C:7]([Cl:13])[CH:8]=[C:9]([F:12])[CH:10]=2)[N:5]=[CH:4][C:3]=1[C:14](=[O:16])[CH3:15]. (9) Given the reactants [F:1][C:2]1[CH:3]=[CH:4][C:5]2[O:9][CH:8]=[C:7]([CH2:10][CH2:11]O)[C:6]=2[CH:13]=1.[Br:14]C(Br)(Br)Br, predict the reaction product. The product is: [Br:14][CH2:11][CH2:10][C:7]1[C:6]2[CH:13]=[C:2]([F:1])[CH:3]=[CH:4][C:5]=2[O:9][CH:8]=1.